From a dataset of Forward reaction prediction with 1.9M reactions from USPTO patents (1976-2016). Predict the product of the given reaction. (1) Given the reactants NC1C=CC(OC2C=C3C(=CC=2)OC(C2C=CC=CC=2)CC3)=NC=1.[CH3:25][O:26][C:27]1[CH:32]=[CH:31][CH:30]=[CH:29][C:28]=1[CH:33]1[CH2:42][CH:41]([OH:43])[C:40]2[C:35](=[CH:36][CH:37]=[C:38]([O:44][C:45]3[CH:50]=[CH:49][C:48]([N+:51]([O-])=O)=[CH:47][N:46]=3)[CH:39]=2)[O:34]1, predict the reaction product. The product is: [NH2:51][C:48]1[CH:49]=[CH:50][C:45]([O:44][C:38]2[CH:39]=[C:40]3[C:35](=[CH:36][CH:37]=2)[O:34][CH:33]([C:28]2[CH:29]=[CH:30][CH:31]=[CH:32][C:27]=2[O:26][CH3:25])[CH2:42][CH:41]3[OH:43])=[N:46][CH:47]=1. (2) Given the reactants C(OC([NH:8][C@@H:9]1[C:16](=[O:17])[N:15]2[C@H:18]([C:21]([O:23][CH2:24][C:25]3[CH:30]=[CH:29][CH:28]=[CH:27][CH:26]=3)=[O:22])[CH2:19][CH2:20][C@@H:14]2[CH2:13][CH:12]=[CH:11][CH2:10]1)=O)(C)(C)C.FC(F)(F)C(O)=O, predict the reaction product. The product is: [NH2:8][C@@H:9]1[C:16](=[O:17])[N:15]2[C@H:18]([C:21]([O:23][CH2:24][C:25]3[CH:26]=[CH:27][CH:28]=[CH:29][CH:30]=3)=[O:22])[CH2:19][CH2:20][C@@H:14]2[CH2:13][CH:12]=[CH:11][CH2:10]1. (3) Given the reactants [F:1][C:2]([F:18])([F:17])[O:3][C:4]1[CH:16]=[CH:15][C:7]([O:8][CH:9]2[CH2:14][CH2:13][NH:12][CH2:11][CH2:10]2)=[CH:6][CH:5]=1.[CH2:19]1[O:21][CH2:20]1, predict the reaction product. The product is: [F:18][C:2]([F:1])([F:17])[O:3][C:4]1[CH:16]=[CH:15][C:7]([O:8][CH:9]2[CH2:10][CH2:11][N:12]([CH2:19][CH2:20][OH:21])[CH2:13][CH2:14]2)=[CH:6][CH:5]=1. (4) Given the reactants C(O[C:4]([C:6]1[N:10]=[CH:9][N:8]([C:11]2[CH:12]=[C:13]3[C:18](=[CH:19][C:20]=2[C:21]([F:24])([F:23])[F:22])[NH:17][C:16](=[O:25])[N:15]([NH:26][S:27]([CH3:30])(=[O:29])=[O:28])[C:14]3=[O:31])[N:7]=1)=[O:5])C.[CH3:32][NH2:33], predict the reaction product. The product is: [CH3:32][NH:33][C:4]([C:6]1[N:10]=[CH:9][N:8]([C:11]2[CH:12]=[C:13]3[C:18](=[CH:19][C:20]=2[C:21]([F:22])([F:24])[F:23])[NH:17][C:16](=[O:25])[N:15]([NH:26][S:27]([CH3:30])(=[O:28])=[O:29])[C:14]3=[O:31])[N:7]=1)=[O:5]. (5) Given the reactants [OH:1][CH2:2][CH2:3][CH2:4][CH2:5][NH:6][C:7]([NH:9][CH:10]1[CH2:18][C:17]2[C:12](=[CH:13][CH:14]=[CH:15][CH:16]=2)[CH2:11]1)=[O:8].O=CCCCNC(=O)C1C=CC=CC=1, predict the reaction product. The product is: [CH2:11]1[C:12]2[C:17](=[CH:16][CH:15]=[CH:14][CH:13]=2)[CH2:18][CH:10]1[NH:9][C:7]([NH:6][CH2:5][CH2:4][CH2:3][CH:2]=[O:1])=[O:8]. (6) Given the reactants [CH:1]1([C:6]([OH:16])([C:10]2[CH:15]=[CH:14][CH:13]=[CH:12][CH:11]=2)[C:7]([OH:9])=[O:8])[CH2:5][CH2:4][CH2:3][CH2:2]1.[C:17](N1C=CN=C1)([N:19]1[CH:23]=[CH:22][N:21]=[CH:20]1)=O.N1(CO)C=CN=C1, predict the reaction product. The product is: [CH:1]1([C:6]([OH:16])([C:10]2[CH:11]=[CH:12][CH:13]=[CH:14][CH:15]=2)[C:7]([O:9][CH2:17][N:19]2[CH:23]=[CH:22][N:21]=[CH:20]2)=[O:8])[CH2:5][CH2:4][CH2:3][CH2:2]1.